The task is: Predict the product of the given reaction.. This data is from Forward reaction prediction with 1.9M reactions from USPTO patents (1976-2016). (1) Given the reactants [N+:1]([C:4]1[CH:9]=[CH:8][C:7]([C:10]([N:12]2[CH2:17][CH2:16][N:15]([CH3:18])[CH2:14][CH2:13]2)=[O:11])=[C:6]([C:19]([F:22])([F:21])[F:20])[CH:5]=1)([O-])=O, predict the reaction product. The product is: [NH2:1][C:4]1[CH:9]=[CH:8][C:7]([C:10]([N:12]2[CH2:13][CH2:14][N:15]([CH3:18])[CH2:16][CH2:17]2)=[O:11])=[C:6]([C:19]([F:22])([F:21])[F:20])[CH:5]=1. (2) Given the reactants [Cl:1][C:2]1[CH:7]=[CH:6][C:5]([NH:8][C:9](=[O:13])[C:10]([OH:12])=O)=[CH:4][C:3]=1[F:14].CN(C(ON1N=NC2C=CC=CC1=2)=[N+](C)C)C.[B-](F)(F)(F)F.[C:37]([O:41][C:42]([N:44]1[CH2:49][CH2:48][CH2:47][CH2:46][CH:45]1[CH:50]([NH2:59])[C:51]1[S:52][C:53]([CH2:57][OH:58])=[C:54]([CH3:56])[N:55]=1)=[O:43])([CH3:40])([CH3:39])[CH3:38], predict the reaction product. The product is: [Cl:1][C:2]1[CH:7]=[CH:6][C:5]([NH:8][C:9](=[O:13])[C:10]([NH:59][CH:50]([C:51]2[S:52][C:53]([CH2:57][OH:58])=[C:54]([CH3:56])[N:55]=2)[CH:45]2[CH2:46][CH2:47][CH2:48][CH2:49][N:44]2[C:42]([O:41][C:37]([CH3:39])([CH3:40])[CH3:38])=[O:43])=[O:12])=[CH:4][C:3]=1[F:14]. (3) The product is: [ClH:25].[NH2:9][C:10]1[N:11]=[C:12]([CH2:15][C:16]2[S:17][C:18]([C:21](=[O:23])[CH3:22])=[CH:19][CH:20]=2)[S:13][CH:14]=1. Given the reactants N#N.C(OC(=O)[NH:9][C:10]1[N:11]=[C:12]([CH2:15][C:16]2[S:17][C:18]([C:21](=[O:23])[CH3:22])=[CH:19][CH:20]=2)[S:13][CH:14]=1)(C)(C)C.[ClH:25], predict the reaction product. (4) Given the reactants [CH3:1][CH:2]([C@H:4]([CH:6]=[CH:7][C@H:8]([C@@H:10]1[C@:27]2([CH3:28])[C@H:13]([C@H:14]3[C@H:24]([CH2:25][CH2:26]2)[C@:22]2([CH3:23])[C:17](=[CH:18][C:19](=O)[CH2:20][CH2:21]2)[CH:16]=[CH:15]3)[CH2:12][CH2:11]1)[CH3:9])[CH3:5])[CH3:3].Cl.[NH2:31][OH:32], predict the reaction product. The product is: [CH3:1][CH:2]([C@H:4]([CH:6]=[CH:7][C@H:8]([C@@H:10]1[C@:27]2([CH3:28])[C@H:13]([C@H:14]3[C@H:24]([CH2:25][CH2:26]2)[C@:22]2([CH3:23])[C:17](=[CH:18][C:19](=[N:31][OH:32])[CH2:20][CH2:21]2)[CH:16]=[CH:15]3)[CH2:12][CH2:11]1)[CH3:9])[CH3:5])[CH3:3]. (5) Given the reactants Cl[C:2]1[CH:7]=[CH:6][C:5]([C:8](=[O:22])[CH:9]([NH:14][C:15](=[O:21])[O:16][C:17]([CH3:20])([CH3:19])[CH3:18])[C:10]([CH3:13])([CH3:12])[CH3:11])=[CH:4][CH:3]=1.[CH3:23][N:24](C=O)C, predict the reaction product. The product is: [C:23]([C:2]1[CH:7]=[CH:6][C:5]([C:8](=[O:22])[CH:9]([NH:14][C:15](=[O:21])[O:16][C:17]([CH3:20])([CH3:19])[CH3:18])[C:10]([CH3:13])([CH3:12])[CH3:11])=[CH:4][CH:3]=1)#[N:24]. (6) Given the reactants [C:1]([C:3]1[CH:4]=[CH:5][C:6]2[N:7]([C:9]([CH2:12][NH:13][C:14](=[O:20])[O:15][C:16]([CH3:19])([CH3:18])[CH3:17])=[N:10][N:11]=2)[N:8]=1)#[CH:2].[N-:21]=[N+:22]=[N-:23].[Na+].CN(C=O)C, predict the reaction product. The product is: [N:21]1[CH:2]=[C:1]([C:3]2[CH:4]=[CH:5][C:6]3[N:7]([C:9]([CH2:12][NH:13][C:14](=[O:20])[O:15][C:16]([CH3:17])([CH3:19])[CH3:18])=[N:10][N:11]=3)[N:8]=2)[NH:23][N:22]=1. (7) Given the reactants [CH2:1]([N:5]1[C:10]([N:11]([C:15]2[CH:20]=[C:19]([CH3:21])[CH:18]=[C:17]([CH3:22])[CH:16]=2)C(=O)C)=[C:9]([CH:23]([CH3:25])[CH3:24])[C:8](=[O:26])[NH:7][C:6]1=[O:27])[CH:2]=[CH:3][CH3:4].C[O-].[Na+].[NH4+].[Cl-], predict the reaction product. The product is: [CH2:1]([N:5]1[C:10]([NH:11][C:15]2[CH:16]=[C:17]([CH3:22])[CH:18]=[C:19]([CH3:21])[CH:20]=2)=[C:9]([CH:23]([CH3:24])[CH3:25])[C:8](=[O:26])[NH:7][C:6]1=[O:27])[CH:2]=[CH:3][CH3:4]. (8) Given the reactants [C:1]1([CH:7]([CH2:11][CH3:12])[C:8](Cl)=[O:9])[CH:6]=[CH:5][CH:4]=[CH:3][CH:2]=1.[C:13]([O:17][C:18]([NH:20][OH:21])=[O:19])([CH3:16])([CH3:15])[CH3:14], predict the reaction product. The product is: [C:1]1([CH:7]([CH2:11][CH3:12])[C:8]([O:21][NH:20][C:18]([O:17][C:13]([CH3:16])([CH3:15])[CH3:14])=[O:19])=[O:9])[CH:6]=[CH:5][CH:4]=[CH:3][CH:2]=1. (9) Given the reactants [CH2:1]([NH:4][S:5]([C:8]1[C:13]([Cl:14])=[CH:12][CH:11]=[C:10]([N+:15]([O-:17])=[O:16])[C:9]=1C(=O)C)(=[O:7])=[O:6])[CH:2]=[CH2:3].Cl[Si](C)(C)C.C([OH:28])C, predict the reaction product. The product is: [CH2:1]([NH:4][S:5]([C:8]1[C:13]([Cl:14])=[CH:12][CH:11]=[C:10]([N+:15]([O-:17])=[O:16])[C:9]=1[OH:28])(=[O:7])=[O:6])[CH:2]=[CH2:3].